This data is from Forward reaction prediction with 1.9M reactions from USPTO patents (1976-2016). The task is: Predict the product of the given reaction. (1) Given the reactants [CH2:1]([C@@H:8]1[NH:13][CH2:12][CH2:11][N:10]([C:14]2[CH:19]=[CH:18][C:17]([O:20][CH:21]([F:23])[F:22])=[C:16]([O:24][CH:25]([F:27])[F:26])[CH:15]=2)[CH2:9]1)[C:2]1[CH:7]=[CH:6][CH:5]=[CH:4][CH:3]=1.[NH:28]1[CH:32]=[C:31]([CH2:33][C:34](O)=[O:35])[N:30]=[CH:29]1, predict the reaction product. The product is: [CH2:1]([C@H:8]1[CH2:9][N:10]([C:14]2[CH:19]=[CH:18][C:17]([O:20][CH:21]([F:22])[F:23])=[C:16]([O:24][CH:25]([F:27])[F:26])[CH:15]=2)[CH2:11][CH2:12][N:13]1[C:34](=[O:35])[CH2:33][C:31]1[NH:30][CH:29]=[N:28][CH:32]=1)[C:2]1[CH:3]=[CH:4][CH:5]=[CH:6][CH:7]=1. (2) Given the reactants [F:1][C:2]1([F:24])[CH2:5][N:4]([S:6]([C:9]2[CH:14]=[CH:13][C:12](B3OC(C)(C)C(C)(C)O3)=[CH:11][CH:10]=2)(=[O:8])=[O:7])[CH2:3]1.Br[C:26]1[C:31]([C:32]([F:35])([F:34])[F:33])=[CH:30][C:29]([NH:36][C:37]2[N:41]=[C:40]([NH2:42])[NH:39][N:38]=2)=[CH:28][C:27]=1[Cl:43].CN1C(C)(C)CC(SC2C=CC(B3OC(C)(C)C(C)(C)O3)=CC=2)CC1(C)C.C(=O)([O-])[O-].[K+].[K+], predict the reaction product. The product is: [Cl:43][C:27]1[C:26]([C:12]2[CH:11]=[CH:10][C:9]([S:6]([N:4]3[CH2:3][C:2]([F:1])([F:24])[CH2:5]3)(=[O:7])=[O:8])=[CH:14][CH:13]=2)=[C:31]([C:32]([F:33])([F:34])[F:35])[CH:30]=[C:29]([NH:36][C:37]2[N:41]=[C:40]([NH2:42])[NH:39][N:38]=2)[CH:28]=1. (3) Given the reactants C(=O)([O-])[O-].[Na+].[Na+].[C:7]([C:10]1[CH:17]=[C:16]([CH3:18])[C:13]([C:14]#[N:15])=[C:12](I)[C:11]=1[O:20][CH2:21][CH3:22])(=[O:9])[CH3:8].[CH3:23][N:24]([CH3:36])[C:25]([C:27]1[N:32]=[CH:31][C:30](B(O)O)=[CH:29][CH:28]=1)=[O:26].ClCCl, predict the reaction product. The product is: [C:7]([C:10]1[C:11]([O:20][CH2:21][CH3:22])=[C:12]([C:30]2[CH:29]=[CH:28][C:27]([C:25]([N:24]([CH3:36])[CH3:23])=[O:26])=[N:32][CH:31]=2)[C:13]([C:14]#[N:15])=[C:16]([CH3:18])[CH:17]=1)(=[O:9])[CH3:8]. (4) Given the reactants CC1(C)C2C(=C(P(C3C=CC=CC=3)C3C=CC=CC=3)C=CC=2)OC2C(P(C3C=CC=CC=3)C3C=CC=CC=3)=CC=CC1=2.[Br:43][C:44]1[CH:49]=[C:48]([O:50][CH3:51])[C:47](I)=[CH:46][C:45]=1[Cl:53].[NH2:54][C:55]1[CH:60]=[CH:59][C:58]([S:61][CH2:62][C:63]2[CH:68]=[CH:67][CH:66]=[CH:65][CH:64]=2)=[CH:57][C:56]=1/[C:69](/[CH3:76])=[CH:70]\[C:71]([O:73][CH2:74][CH3:75])=[O:72].P([O-])([O-])([O-])=O.[K+].[K+].[K+], predict the reaction product. The product is: [CH2:62]([S:61][C:58]1[CH:59]=[CH:60][C:55]([NH:54][C:47]2[CH:46]=[C:45]([Cl:53])[C:44]([Br:43])=[CH:49][C:48]=2[O:50][CH3:51])=[C:56](/[C:69](/[CH3:76])=[CH:70]\[C:71]([O:73][CH2:74][CH3:75])=[O:72])[CH:57]=1)[C:63]1[CH:64]=[CH:65][CH:66]=[CH:67][CH:68]=1. (5) Given the reactants C(O[C:6](=[O:19])[NH:7][C@@H:8]([CH2:12][C:13]1[CH:18]=[CH:17][CH:16]=[CH:15][CH:14]=1)[C@@H:9]([OH:11])[CH3:10])(C)(C)C.[H-].[Na+].Br[CH2:23][C:24]1[CH:29]=[C:28]([C:30]([F:33])([F:32])[F:31])[CH:27]=[CH:26][C:25]=1[C:34]1[CH:39]=[C:38]([CH:40]([CH3:42])[CH3:41])[C:37]([F:43])=[CH:36][C:35]=1[O:44][CH3:45], predict the reaction product. The product is: [CH2:12]([C@H:8]1[C@@H:9]([CH3:10])[O:11][C:6](=[O:19])[N:7]1[CH2:23][C:24]1[CH:29]=[C:28]([C:30]([F:31])([F:32])[F:33])[CH:27]=[CH:26][C:25]=1[C:34]1[CH:39]=[C:38]([CH:40]([CH3:42])[CH3:41])[C:37]([F:43])=[CH:36][C:35]=1[O:44][CH3:45])[C:13]1[CH:14]=[CH:15][CH:16]=[CH:17][CH:18]=1. (6) Given the reactants [Br:1][C:2]1[CH:3]=[C:4]2[C:8](=[CH:9][CH:10]=1)[NH:7][C:6](=[O:11])[C:5]2=[O:12].[N+:13]([O-])([OH:15])=[O:14], predict the reaction product. The product is: [Br:1][C:2]1[CH:3]=[C:4]2[C:8](=[C:9]([N+:13]([O-:15])=[O:14])[CH:10]=1)[NH:7][C:6](=[O:11])[C:5]2=[O:12].